From a dataset of Reaction yield outcomes from USPTO patents with 853,638 reactions. Predict the reaction yield, written as a fraction of the theoretical maximum amount of product (1.0 means a 100% yield; for example, 0.34 means a 34% yield). (1) The reactants are C([O:3][C:4](=O)[CH2:5][N:6]1[C:12](=[O:13])[CH2:11][CH2:10][N:9]([C:14](=[O:24])/[CH:15]=[CH:16]/[C:17]2[CH:22]=[CH:21][CH:20]=[C:19]([Cl:23])[CH:18]=2)[CH2:8][CH2:7]1)C.[BH4-].[Na+].OS([O-])(=O)=O.[K+]. The catalyst is C(O)C. The product is [Cl:23][C:19]1[CH:18]=[C:17](/[CH:16]=[CH:15]/[C:14]([N:9]2[CH2:10][CH2:11][C:12](=[O:13])[N:6]([CH2:5][CH2:4][OH:3])[CH2:7][CH2:8]2)=[O:24])[CH:22]=[CH:21][CH:20]=1. The yield is 0.790. (2) The reactants are Cl.C([O:9][C:10]([C:12]1[C:13]2[C:14](=[O:26])[NH:15][C:16](=[O:25])[C:17]=2[C:18]2[CH:19]=[CH:20][N:21]([CH3:24])[C:22]=2[CH:23]=1)=[O:11])C1C=CC=CC=1.O. The catalyst is O1CCOCC1. The product is [CH3:24][N:21]1[CH:20]=[CH:19][C:18]2[C:17]3[C:16](=[O:25])[NH:15][C:14](=[O:26])[C:13]=3[C:12]([C:10]([OH:11])=[O:9])=[CH:23][C:22]1=2. The yield is 0.780. (3) The reactants are [Cu][C:2]#[N:3].[ClH:4].[CH3:5][N:6]1[CH2:10][CH2:9][CH2:8][C:7]1=O. The catalyst is CCOCC. The product is [ClH:4].[C:2]([C:8]1[CH:7]=[C:8]2[C:7](=[CH:10][CH:9]=1)[CH2:5][NH:6][CH2:10][CH2:9]2)#[N:3]. The yield is 0.850. (4) The reactants are [C:1]([N:8]([CH2:21][CH2:22][C:23]#[CH:24])[S:9]([CH2:12][C:13]1[CH:18]=[CH:17][C:16]([Cl:19])=[C:15]([Cl:20])[CH:14]=1)(=[O:11])=[O:10])([O:3][C:4]([CH3:7])([CH3:6])[CH3:5])=[O:2].[CH:25]([NH:38][C:39]1[CH:44]=[CH:43][C:42]([Cl:45])=[CH:41][C:40]=1I)([C:32]1[CH:37]=[CH:36][CH:35]=[CH:34][CH:33]=1)[C:26]1[CH:31]=[CH:30][CH:29]=[CH:28][CH:27]=1.C(N(CC)CC)C. The catalyst is Cl[Pd](Cl)([P](C1C=CC=CC=1)(C1C=CC=CC=1)C1C=CC=CC=1)[P](C1C=CC=CC=1)(C1C=CC=CC=1)C1C=CC=CC=1.[Cu]I.CN(C=O)C. The product is [C:4]([O:3][C:1]([N:8]([CH2:21][CH2:22][C:23]#[C:24][C:40]1[CH:41]=[C:42]([Cl:45])[CH:43]=[CH:44][C:39]=1[NH:38][CH:25]([C:32]1[CH:33]=[CH:34][CH:35]=[CH:36][CH:37]=1)[C:26]1[CH:31]=[CH:30][CH:29]=[CH:28][CH:27]=1)[S:9]([CH2:12][C:13]1[CH:18]=[CH:17][C:16]([Cl:19])=[C:15]([Cl:20])[CH:14]=1)(=[O:11])=[O:10])=[O:2])([CH3:7])([CH3:6])[CH3:5]. The yield is 0.940.